Dataset: Reaction yield outcomes from USPTO patents with 853,638 reactions. Task: Predict the reaction yield, written as a fraction of the theoretical maximum amount of product (1.0 means a 100% yield; for example, 0.34 means a 34% yield). The reactants are [C:1]([NH:5][S:6]([C:9]1[CH:14]=[CH:13][C:12]([C:15](=O)[CH2:16][C:17](=O)[C:18]([O:20][CH2:21][CH3:22])=[O:19])=[C:11]([Cl:25])[C:10]=1[Cl:26])(=[O:8])=[O:7])([CH3:4])([CH3:3])[CH3:2].[CH:27]1([CH2:33][NH:34][NH2:35])[CH2:32][CH2:31][CH2:30][CH2:29][CH2:28]1.Cl. The catalyst is CCO. The product is [C:1]([NH:5][S:6]([C:9]1[CH:14]=[CH:13][C:12]([C:15]2[N:34]([CH2:33][CH:27]3[CH2:32][CH2:31][CH2:30][CH2:29][CH2:28]3)[N:35]=[C:17]([C:18]([O:20][CH2:21][CH3:22])=[O:19])[CH:16]=2)=[C:11]([Cl:25])[C:10]=1[Cl:26])(=[O:8])=[O:7])([CH3:4])([CH3:3])[CH3:2]. The yield is 0.660.